Predict which catalyst facilitates the given reaction. From a dataset of Catalyst prediction with 721,799 reactions and 888 catalyst types from USPTO. (1) Reactant: [Cl:1][C:2]1[C:7]([N+:8]([O-:10])=[O:9])=[CH:6][CH:5]=[CH:4][C:3]=1[CH3:11].[Br:12]N1C(=O)CCC1=O.C(OOC(=O)C1C=CC=CC=1)(=O)C1C=CC=CC=1. Product: [Br:12][CH2:11][C:3]1[CH:4]=[CH:5][CH:6]=[C:7]([N+:8]([O-:10])=[O:9])[C:2]=1[Cl:1]. The catalyst class is: 53. (2) Reactant: [C:1]([C:3]1[CH:20]=[CH:19][C:6]([O:7][CH2:8][C:9]2[CH:10]=[C:11]([CH:16]=[CH:17][CH:18]=2)[C:12]([O:14]C)=[O:13])=[CH:5][CH:4]=1)#[N:2].O.[OH-].[Li+].O1CCCC1.Cl. Product: [C:1]([C:3]1[CH:4]=[CH:5][C:6]([O:7][CH2:8][C:9]2[CH:10]=[C:11]([CH:16]=[CH:17][CH:18]=2)[C:12]([OH:14])=[O:13])=[CH:19][CH:20]=1)#[N:2]. The catalyst class is: 72. (3) Reactant: C1C=CC(P(C2C(C3C(P(C4C=CC=CC=4)C4C=CC=CC=4)=CC=C4C=3C=CC=C4)=C3C(C=CC=C3)=CC=2)C2C=CC=CC=2)=CC=1.[C:47](=[O:50])([O-])[O-:48].[Cs+].[Cs+].Br[C:54]1[CH:55]=[CH:56][C:57]([Cl:64])=[C:58]([C:60]([F:63])([F:62])[F:61])[CH:59]=1.[CH3:65][NH:66][C:67]([C:69]1[CH:74]=[C:73]([O:75][C:76]2[CH:86]=[CH:85][C:79]3[N:80]=[C:81]([NH2:84])[N:82]=[N:83][C:78]=3[CH:77]=2)[CH:72]=[CH:71][N:70]=1)=[O:68]. Product: [F:61][C:60]([F:63])([F:62])[C:47]([OH:48])=[O:50].[CH3:65][NH:66][C:67]([C:69]1[CH:74]=[C:73]([O:75][C:76]2[CH:86]=[CH:85][C:79]3[N:80]=[C:81]([NH:84][C:54]4[CH:55]=[CH:56][C:57]([Cl:64])=[C:58]([C:60]([F:63])([F:62])[F:61])[CH:59]=4)[N:82]=[N:83][C:78]=3[CH:77]=2)[CH:72]=[CH:71][N:70]=1)=[O:68]. The catalyst class is: 9. (4) Reactant: [Cl:1][C:2]1[CH:7]=[C:6]([F:8])[CH:5]=[CH:4][C:3]=1[CH2:9][C:10]([NH2:12])=O.[H-].[H-].[H-].[H-].[Li+].[Al+3]. Product: [Cl:1][C:2]1[CH:7]=[C:6]([F:8])[CH:5]=[CH:4][C:3]=1[CH2:9][CH2:10][NH2:12]. The catalyst class is: 1. (5) The catalyst class is: 12. Reactant: [C:9](O[C:9]([O:11][C:12]([CH3:15])([CH3:14])[CH3:13])=[O:10])([O:11][C:12]([CH3:15])([CH3:14])[CH3:13])=[O:10].[OH-].[Na+].[OH:18][CH:19]1[CH2:24][CH2:23][NH:22][CH2:21][CH2:20]1. Product: [OH:18][CH:19]1[CH2:24][CH2:23][N:22]([C:9]([O:11][C:12]([CH3:13])([CH3:14])[CH3:15])=[O:10])[CH2:21][CH2:20]1. (6) Reactant: [Cl:1][C:2]1[C:3]([C:22]2[C:27]([CH3:28])=[CH:26][C:25]([CH3:29])=[CH:24][N:23]=2)=[CH:4][C:5]([NH:8][CH2:9][CH2:10][C:11]2[C:16]([C:17](=O)[CH3:18])=[CH:15][N:14]=[C:13]([S:20][CH3:21])[N:12]=2)=[N:6][CH:7]=1.[BH-](OC(C)=O)(OC(C)=O)OC(C)=O.[Na+]. Product: [Cl:1][C:2]1[C:3]([C:22]2[C:27]([CH3:28])=[CH:26][C:25]([CH3:29])=[CH:24][N:23]=2)=[CH:4][C:5]([N:8]2[CH2:9][CH2:10][C:11]3[N:12]=[C:13]([S:20][CH3:21])[N:14]=[CH:15][C:16]=3[CH:17]2[CH3:18])=[N:6][CH:7]=1. The catalyst class is: 4.